Dataset: Reaction yield outcomes from USPTO patents with 853,638 reactions. Task: Predict the reaction yield, written as a fraction of the theoretical maximum amount of product (1.0 means a 100% yield; for example, 0.34 means a 34% yield). (1) The reactants are [CH3:1][O:2][C:3](=[O:14])[CH:4]=[CH:5][C:6]1[CH:11]=[CH:10][N:9]=[C:8]([O:12][CH3:13])[CH:7]=1.C(Cl)Cl. The catalyst is [Pd].CCO. The product is [CH3:1][O:2][C:3](=[O:14])[CH2:4][CH2:5][C:6]1[CH:11]=[CH:10][N:9]=[C:8]([O:12][CH3:13])[CH:7]=1. The yield is 0.882. (2) The reactants are Cl[C:2]1[CH:3]=[C:4]([C:14]([NH:16][CH2:17][C:18]2[C:19](=[O:26])[NH:20][C:21]([CH3:25])=[CH:22][C:23]=2[CH3:24])=[O:15])[C:5]2[CH:10]=[N:9][N:8]([CH:11]([CH3:13])[CH3:12])[C:6]=2[N:7]=1.CC1(C)C(C)(C)OB([C:35]2[CH:36]=[C:37]3[C:41](=[CH:42][CH:43]=2)[NH:40][N:39]=[CH:38]3)O1.C(=O)([O-])[O-].[Na+].[Na+]. The catalyst is Cl[Pd](Cl)([P](C1C=CC=CC=1)(C1C=CC=CC=1)C1C=CC=CC=1)[P](C1C=CC=CC=1)(C1C=CC=CC=1)C1C=CC=CC=1.CS(C)=O. The product is [CH3:24][C:23]1[CH:22]=[C:21]([CH3:25])[NH:20][C:19](=[O:26])[C:18]=1[CH2:17][NH:16][C:14]([C:4]1[C:5]2[CH:10]=[N:9][N:8]([CH:11]([CH3:13])[CH3:12])[C:6]=2[N:7]=[C:2]([C:35]2[CH:36]=[C:37]3[C:41](=[CH:42][CH:43]=2)[NH:40][N:39]=[CH:38]3)[CH:3]=1)=[O:15]. The yield is 0.480. (3) The reactants are C(OC(=O)[NH:7][C@@H:8]1[CH2:13][CH2:12][CH2:11][N:10]([C:14]([C:16]2[N:17]=[C:18]([C:47]([F:50])([F:49])[F:48])[N:19]3[CH2:24][CH2:23][N:22]([C:25](=[O:46])[CH2:26][CH:27]([NH:38]C(OC(C)(C)C)=O)[CH2:28][C:29]4[CH:34]=[C:33]([F:35])[C:32]([F:36])=[CH:31][C:30]=4[F:37])[CH2:21][C:20]=23)=[O:15])[CH2:9]1)(C)(C)C.[ClH:52]. The catalyst is C(OCC)(=O)C. The product is [ClH:52].[ClH:52].[NH2:38][C@H:27]([CH2:28][C:29]1[CH:34]=[C:33]([F:35])[C:32]([F:36])=[CH:31][C:30]=1[F:37])[CH2:26][C:25]([N:22]1[CH2:23][CH2:24][N:19]2[C:18]([C:47]([F:50])([F:49])[F:48])=[N:17][C:16]([C:14]([N:10]3[CH2:11][CH2:12][CH2:13][CH:8]([NH2:7])[CH2:9]3)=[O:15])=[C:20]2[CH2:21]1)=[O:46]. The yield is 0.980. (4) The yield is 0.220. The product is [CH2:32]([NH:28][C:2]1[C:3]2[C:4](=[C:8]([C:11]([O:13][CH2:14][CH3:15])=[O:12])[S:9][N:10]=2)[N:5]=[CH:6][N:7]=1)[CH3:31]. The reactants are O[C:2]1[C:3]2[C:4](=[C:8]([C:11]([O:13][CH2:14][CH3:15])=[O:12])[S:9][N:10]=2)[N:5]=[CH:6][N:7]=1.O1CCCC1.F[P-](F)(F)(F)(F)F.[N:28]1(O[P+](N(C)C)(N(C)C)N(C)C)[C:32]2C=CC=C[C:31]=2N=N1.N12CCCN=C1CCCCC2. No catalyst specified. (5) The reactants are [F:1][C:2]1[CH:3]=[CH:4][C:5]2[N:10]([C:11]3[CH:16]=[CH:15][CH:14]=[CH:13][C:12]=3[F:17])[S:9](=[O:19])(=[O:18])[NH:8][CH2:7][C:6]=2[CH:20]=1.[Br:21][CH2:22][CH2:23][CH2:24][CH2:25]O. No catalyst specified. The product is [Br:21][CH2:22][CH2:23][CH2:24][CH2:25][N:8]1[CH2:7][C:6]2[CH:20]=[C:2]([F:1])[CH:3]=[CH:4][C:5]=2[N:10]([C:11]2[CH:16]=[CH:15][CH:14]=[CH:13][C:12]=2[F:17])[S:9]1(=[O:19])=[O:18]. The yield is 0.740.